This data is from Forward reaction prediction with 1.9M reactions from USPTO patents (1976-2016). The task is: Predict the product of the given reaction. (1) Given the reactants [N:1]1[C:9]2[C:4](=[N:5][CH:6]=[CH:7][CH:8]=2)[N:3]([CH2:10][C:11]2[CH:22]=[CH:21][C:14]3[N:15]=[C:16](S(C)=O)[S:17][C:13]=3[CH:12]=2)[CH:2]=1.N1C2C(=NC=CC=2)N(CC2C=CC3N=C(S(C)(=O)=O)SC=3C=2)C=1.[NH2:46][C@H:47]([CH:50]1[CH2:55][CH2:54][CH2:53][CH2:52][CH2:51]1)[CH2:48][OH:49].CCN(C(C)C)C(C)C, predict the reaction product. The product is: [N:1]1[C:9]2[C:4](=[N:5][CH:6]=[CH:7][CH:8]=2)[N:3]([CH2:10][C:11]2[CH:22]=[CH:21][C:14]3[N:15]=[C:16]([NH:46][C@H:47]([CH:50]4[CH2:55][CH2:54][CH2:53][CH2:52][CH2:51]4)[CH2:48][OH:49])[S:17][C:13]=3[CH:12]=2)[CH:2]=1. (2) The product is: [F:2][C:3]1[CH:8]=[CH:7][C:6]([CH:9]([C:17]2[CH:18]=[CH:19][C:20]([F:23])=[CH:21][CH:22]=2)[CH:10]2[C:15](=[O:16])[CH2:14][CH2:13][N:12]([CH2:28][C:27]3[CH:30]=[CH:31][CH:32]=[CH:33][C:26]=3[S:25][CH3:24])[CH2:11]2)=[CH:5][CH:4]=1. Given the reactants Cl.[F:2][C:3]1[CH:8]=[CH:7][C:6]([CH:9]([C:17]2[CH:22]=[CH:21][C:20]([F:23])=[CH:19][CH:18]=2)[CH:10]2[C:15](=[O:16])[CH2:14][CH2:13][NH:12][CH2:11]2)=[CH:5][CH:4]=1.[CH3:24][S:25][C:26]1[CH:33]=[CH:32][CH:31]=[CH:30][C:27]=1[CH2:28]O.C(N(C(C)C)CC)(C)C.ClCCl, predict the reaction product.